Task: Predict the reactants needed to synthesize the given product.. Dataset: Full USPTO retrosynthesis dataset with 1.9M reactions from patents (1976-2016) (1) Given the product [N:8]1[C:9]2[C:4](=[CH:3][C:2]([C:1]([OH:12])=[O:17])=[CH:11][CH:10]=2)[CH:5]=[CH:6][CH:7]=1, predict the reactants needed to synthesize it. The reactants are: [CH3:1][C:2]1[CH:3]=[C:4]2[C:9](=[CH:10][CH:11]=1)[N:8]=[CH:7][CH:6]=[CH:5]2.[OH:12]S(O)(=O)=O.[OH2:17]. (2) Given the product [CH3:1][O:2][C:3]1[CH:4]=[C:5]([CH:21]=[CH:22][C:23]=1[O:24][CH3:25])[CH2:6][CH:7]1[C:16]2[C:11](=[CH:12][C:13]([O:19][CH3:20])=[CH:14][C:15]=2[O:17][CH3:18])[CH2:10][CH2:9][N:8]1[CH2:27][C:28]([NH:41][CH:31]1[C:40]2[C:35](=[CH:36][CH:37]=[CH:38][CH:39]=2)[CH2:34][CH2:33][CH2:32]1)=[O:29], predict the reactants needed to synthesize it. The reactants are: [CH3:1][O:2][C:3]1[CH:4]=[C:5]([CH:21]=[CH:22][C:23]=1[O:24][CH3:25])[CH2:6][CH:7]1[C:16]2[C:11](=[CH:12][C:13]([O:19][CH3:20])=[CH:14][C:15]=2[O:17][CH3:18])[CH2:10][CH2:9][NH:8]1.Br[CH2:27][C:28](Br)=[O:29].[CH:31]1([NH2:41])[C:40]2[C:35](=[CH:36][CH:37]=[CH:38][CH:39]=2)[CH2:34][CH2:33][CH2:32]1. (3) Given the product [O:16]1[C:17]2[CH:23]=[CH:22][CH:21]=[CH:20][C:18]=2[N:19]=[C:15]1[C:9]1[CH:10]=[CH:11][C:12]([CH2:13][C:26]#[N:27])=[C:7]([OH:6])[CH:8]=1, predict the reactants needed to synthesize it. The reactants are: C([Si](C)(C)[O:6][C:7]1[CH:8]=[C:9]([C:15]2[O:16][C:17]3[CH:23]=[CH:22][CH:21]=[CH:20][C:18]=3[N:19]=2)[CH:10]=[CH:11][C:12]=1[CH2:13]Br)(C)(C)C.[C-:26]#[N:27].[Na+]. (4) Given the product [C:18]([N:5]1[C:6]2[C:11](=[CH:10][C:9]([N:12]3[CH2:13][CH2:14][O:15][CH2:16][CH2:17]3)=[CH:8][CH:7]=2)[C@H:2]([NH:1][C:34]2[CH:41]=[CH:40][C:37]([C:38]#[N:39])=[CH:36][N:35]=2)[C@@H:3]([CH3:23])[C@@H:4]1[CH2:21][CH3:22])(=[O:20])[CH3:19], predict the reactants needed to synthesize it. The reactants are: [NH2:1][C@H:2]1[C:11]2[C:6](=[CH:7][CH:8]=[C:9]([N:12]3[CH2:17][CH2:16][O:15][CH2:14][CH2:13]3)[CH:10]=2)[N:5]([C:18](=[O:20])[CH3:19])[C@@H:4]([CH2:21][CH3:22])[C@@H:3]1[CH3:23].C(N(CC)C(C)C)(C)C.F[C:34]1[CH:41]=[CH:40][C:37]([C:38]#[N:39])=[CH:36][N:35]=1. (5) Given the product [NH:11]1[C:10]2[CH:14]=[C:6]([C:4]([NH:16][NH2:17])=[O:3])[CH:7]=[CH:8][C:9]=2[N:13]=[CH:12]1, predict the reactants needed to synthesize it. The reactants are: C([O:3][C:4]([C:6]1[CH:7]=[CH:8][C:9]2[N:13]=[CH:12][NH:11][C:10]=2[CH:14]=1)=O)C.O.[NH2:16][NH2:17]. (6) Given the product [C:1]([O:4][CH2:5][C@@H:6]1[C@@H:11]([O:12][C:13](=[O:15])[CH3:14])[C@H:10]([O:16][C@@H:17]2[C@@H:22]([O:23][C:24](=[O:26])[CH3:25])[C@@H:21]([O:27][C:28](=[O:30])[CH3:29])[C@H:20]([O:31][C:32](=[O:34])[CH3:33])[C@@H:19]([CH2:35][O:36][C:37](=[O:39])[CH3:38])[O:18]2)[C@H:9]([OH:40])[C@@H:8]([C:41]2[CH:46]=[CH:45][C:44]([O:47][CH3:48])=[C:43]([O:49][C:58]3[CH:59]=[CH:60][C:55]([NH:54][C:52](=[O:53])[CH:51]([CH3:50])[CH3:64])=[CH:56][CH:57]=3)[CH:42]=2)[O:7]1)(=[O:3])[CH3:2], predict the reactants needed to synthesize it. The reactants are: [C:1]([O:4][CH2:5][C@@H:6]1[C@@H:11]([O:12][C:13](=[O:15])[CH3:14])[C@H:10]([O:16][C@@H:17]2[C@@H:22]([O:23][C:24](=[O:26])[CH3:25])[C@@H:21]([O:27][C:28](=[O:30])[CH3:29])[C@H:20]([O:31][C:32](=[O:34])[CH3:33])[C@@H:19]([CH2:35][O:36][C:37](=[O:39])[CH3:38])[O:18]2)[C@H:9]([OH:40])[C@@H:8]([C:41]2[CH:46]=[CH:45][C:44]([O:47][CH3:48])=[C:43]([OH:49])[CH:42]=2)[O:7]1)(=[O:3])[CH3:2].[CH3:50][CH:51]([CH3:64])[C:52]([NH:54][C:55]1[CH:60]=[CH:59][C:58](B(O)O)=[CH:57][CH:56]=1)=[O:53].N1C(C)=CC=CC=1C. (7) Given the product [Br:1][C:2]1[CH:7]=[CH:6][C:5]([CH:8]([CH2:11][CH2:12][CH:13]2[CH2:17][CH2:16][CH2:15][N:14]2[CH3:18])[C:25]([OH:28])=[O:26])=[CH:4][CH:3]=1, predict the reactants needed to synthesize it. The reactants are: [Br:1][C:2]1[CH:7]=[CH:6][C:5]([CH:8]([CH2:11][CH2:12][CH:13]2[CH2:17][CH2:16][CH2:15][N:14]2[CH3:18])C#N)=[CH:4][CH:3]=1.OS(O)(=O)=O.O.[C:25]([O-:28])([O-])=[O:26].[Na+].[Na+]. (8) Given the product [Cl:8][C:6]1[CH:7]=[C:2]([N:20]2[CH2:25][CH2:24][O:23][CH2:22][CH2:21]2)[C:3]2[N:4]([CH:11]=[C:12]([C:14]3[CH:19]=[CH:18][N:17]=[CH:16][CH:15]=3)[N:9]=2)[N:5]=1, predict the reactants needed to synthesize it. The reactants are: Br[C:2]1[CH:7]=[C:6]([Cl:8])[N:5]=[N:4][C:3]=1[NH2:9].Br[CH2:11][C:12]([C:14]1[CH:19]=[CH:18][N:17]=[CH:16][CH:15]=1)=O.[NH:20]1[CH2:25][CH2:24][O:23][CH2:22][CH2:21]1. (9) Given the product [C:38]([NH:37][C:35]1[S:34][C:32]2[C:31]([N:36]=1)=[CH:30][CH:29]=[C:28]([O:27][C:26]1[CH:41]=[C:22]([NH:21][C:4](=[O:6])[C:3]3[CH:7]=[CH:8][CH:9]=[C:10]([C:11]4([C:14]#[N:15])[CH2:13][CH2:12]4)[C:2]=3[Cl:1])[CH:23]=[CH:24][C:25]=1[F:42])[N:33]=2)(=[O:40])[CH3:39], predict the reactants needed to synthesize it. The reactants are: [Cl:1][C:2]1[C:10]([C:11]2([C:14]#[N:15])[CH2:13][CH2:12]2)=[CH:9][CH:8]=[CH:7][C:3]=1[C:4]([OH:6])=O.CN(C)C=O.[NH2:21][C:22]1[CH:23]=[CH:24][C:25]([F:42])=[C:26]([CH:41]=1)[O:27][C:28]1[N:33]=[C:32]2[S:34][C:35]([NH:37][C:38](=[O:40])[CH3:39])=[N:36][C:31]2=[CH:30][CH:29]=1.O. (10) The reactants are: [Br:1][C:2]1[CH:3]=[C:4]([CH:8]=[CH:9][C:10]=1[O:11][CH3:12])[C:5]([OH:7])=O.Cl.[CH3:14][O:15][C:16]([C:18]1([NH2:27])[CH2:26][C:25]2[C:20](=[CH:21][CH:22]=[CH:23][CH:24]=2)[CH2:19]1)=[O:17]. Given the product [CH3:14][O:15][C:16]([C:18]1([NH:27][C:5](=[O:7])[C:4]2[CH:8]=[CH:9][C:10]([O:11][CH3:12])=[C:2]([Br:1])[CH:3]=2)[CH2:26][C:25]2[C:20](=[CH:21][CH:22]=[CH:23][CH:24]=2)[CH2:19]1)=[O:17], predict the reactants needed to synthesize it.